From a dataset of Reaction yield outcomes from USPTO patents with 853,638 reactions. Predict the reaction yield, written as a fraction of the theoretical maximum amount of product (1.0 means a 100% yield; for example, 0.34 means a 34% yield). (1) The reactants are C[Si](C)(C)C#C[C:5]1[C:11]2[CH:12]=[CH:13]C=CC=2[C:9](=[CH2:16])[C:8]2[CH:17]=[CH:18][CH:19]=[CH:20][C:7]=2[CH:6]=1.C(N(CC)CC)C.[C:43]1(P([C:43]2[CH:48]=[CH:47][CH:46]=[CH:45][CH:44]=2)[C:43]2[CH:48]=[CH:47][CH:46]=[CH:45][CH:44]=2)[CH:48]=[CH:47][CH:46]=[CH:45][CH:44]=1.[OH2:49].[C]=O. The catalyst is C1C=CC(P(C2C=CC=CC=2)C2C=CC=CC=2)=CC=1.C1C=CC(P(C2C=CC=CC=2)C2C=CC=CC=2)=CC=1.C1C=CC(P(C2C=CC=CC=2)C2C=CC=CC=2)=CC=1.[Cl-].[Rh].C1COCC1. The product is [CH2:16]=[C:9]1[C:8]2[CH:17]=[CH:18][CH:19]=[CH:20][C:7]=2[C:6]2[CH2:13][CH2:12][C:11](=[O:49])[C:5]=2[C:48]2[CH:47]=[CH:46][CH:45]=[CH:44][C:43]1=2. The yield is 0.470. (2) The reactants are C(O[C:6](=O)[NH:7][CH2:8][CH2:9][N:10]1[CH2:15][CH2:14][O:13][CH2:12][CH2:11]1)(C)(C)C.[H-].[Al+3].[Li+].[H-].[H-].[H-].O.[OH-].[Na+]. The catalyst is C1COCC1. The product is [CH3:6][NH:7][CH2:8][CH2:9][N:10]1[CH2:15][CH2:14][O:13][CH2:12][CH2:11]1. The yield is 0.990. (3) The reactants are [CH3:1][C:2]1([CH3:11])[C:6]2[S:7][CH:8]=[CH:9][C:5]=2[C:4](=O)[O:3]1.[NH3:12]. The catalyst is [OH-].[NH4+]. The product is [CH3:1][C:2]1([CH3:11])[C:6]2[S:7][CH:8]=[CH:9][C:5]=2[C:4](=[O:3])[NH:12]1. The yield is 0.670. (4) The reactants are [OH:1][C:2]1[C:10]([N+:11]([O-:13])=[O:12])=[CH:9][CH:8]=[CH:7][C:3]=1[C:4]([OH:6])=[O:5].[C:14]([O-])([O-])=O.[K+].[K+].S(OC)(OC)(=O)=O. The yield is 0.996. The catalyst is CN(C=O)C. The product is [OH:1][C:2]1[C:10]([N+:11]([O-:13])=[O:12])=[CH:9][CH:8]=[CH:7][C:3]=1[C:4]([O:6][CH3:14])=[O:5]. (5) The reactants are [CH:1]1[C:10]2[C:5](=[CH:6][CH:7]=[CH:8][CH:9]=2)[CH:4]=[C:3]([C:11]([OH:13])=O)[N:2]=1.CN(C(ON1N=NC2C=CC=CC1=2)=[N+](C)C)C.F[P-](F)(F)(F)(F)F.CCN(C(C)C)C(C)C.[CH3:47][O:48][C:49]([C:51]1[C:59]2[N:58]=[C:57]([NH2:60])[N:56]([CH2:61][C:62]3[CH:67]=[CH:66][CH:65]=[CH:64][CH:63]=3)[C:55]=2[CH:54]=[CH:53][CH:52]=1)=[O:50]. The catalyst is CN(C=O)C. The product is [CH3:47][O:48][C:49]([C:51]1[C:59]2[N:58]=[C:57]([NH:60][C:11]([C:3]3[N:2]=[CH:1][C:10]4[C:5]([CH:4]=3)=[CH:6][CH:7]=[CH:8][CH:9]=4)=[O:13])[N:56]([CH2:61][C:62]3[CH:67]=[CH:66][CH:65]=[CH:64][CH:63]=3)[C:55]=2[CH:54]=[CH:53][CH:52]=1)=[O:50]. The yield is 0.730. (6) The reactants are [NH2:1][C:2]1[CH:9]=[CH:8][CH:7]=[C:6]([C:10]#[C:11][C:12]([CH3:15])([CH3:14])[CH3:13])[C:3]=1[C:4]#[N:5]. The catalyst is CCOC(C)=O.CCO.[Pd]. The product is [NH2:1][C:2]1[CH:9]=[CH:8][CH:7]=[C:6]([CH2:10][CH2:11][C:12]([CH3:15])([CH3:14])[CH3:13])[C:3]=1[C:4]#[N:5]. The yield is 0.880. (7) The reactants are [Cl:1][C:2]1[CH:10]=[CH:9][C:5]([C:6](Cl)=[O:7])=[CH:4][N:3]=1.C(N(CC)CC)C.[C:18]1([CH2:24][NH2:25])[CH:23]=[CH:22][CH:21]=[CH:20][CH:19]=1. The catalyst is C(Cl)Cl. The product is [CH2:24]([NH:25][C:6](=[O:7])[C:5]1[CH:9]=[CH:10][C:2]([Cl:1])=[N:3][CH:4]=1)[C:18]1[CH:23]=[CH:22][CH:21]=[CH:20][CH:19]=1. The yield is 0.890. (8) The reactants are [C:1]([O:5][C:6](=[O:35])[NH:7][C:8]1([C:12]2[CH:17]=[CH:16][C:15]([C:18]3[N:19]=[C:20]4[C:25](Br)=[CH:24][C:23]([CH3:27])=[CH:22][N:21]4[C:28]=3[C:29]3[CH:34]=[CH:33][CH:32]=[CH:31][CH:30]=3)=[CH:14][CH:13]=2)[CH2:11][CH2:10][CH2:9]1)([CH3:4])([CH3:3])[CH3:2].[C:36]([NH2:40])(=[O:39])[CH:37]=[CH2:38].C1(C)C=CC=CC=1P(C1C=CC=CC=1C)C1C=CC=CC=1C.C(N(CC)CC)C. The catalyst is C([O-])(=O)C.[Pd+2].C([O-])(=O)C.C(#N)C. The product is [C:1]([O:5][C:6](=[O:35])[NH:7][C:8]1([C:12]2[CH:17]=[CH:16][C:15]([C:18]3[N:19]=[C:20]4[C:25](/[CH:38]=[CH:37]/[C:36](=[O:39])[NH2:40])=[CH:24][C:23]([CH3:27])=[CH:22][N:21]4[C:28]=3[C:29]3[CH:34]=[CH:33][CH:32]=[CH:31][CH:30]=3)=[CH:14][CH:13]=2)[CH2:11][CH2:10][CH2:9]1)([CH3:4])([CH3:3])[CH3:2]. The yield is 0.493. (9) The reactants are C[O:2][C:3]1[CH:4]=[C:5]2[C:10](=[CH:11][CH:12]=1)[C:9]([C:13]([C:15]1[CH:20]=[CH:19][C:18]([O:21][CH2:22][CH2:23][N:24]3[CH2:29][CH2:28][CH2:27][CH2:26][CH2:25]3)=[CH:17][CH:16]=1)=[O:14])=[C:8]([C:30]1[CH:35]=[CH:34][C:33]([F:36])=[C:32]([F:37])[C:31]=1[F:38])[CH:7]=[CH:6]2.B(Br)(Br)Br.C(=O)(O)[O-].[Na+].C(Cl)(Cl)Cl.C(O)(C)C. The catalyst is C(Cl)Cl. The product is [OH:2][C:3]1[CH:4]=[C:5]2[C:10](=[CH:11][CH:12]=1)[C:9]([C:13]([C:15]1[CH:16]=[CH:17][C:18]([O:21][CH2:22][CH2:23][N:24]3[CH2:25][CH2:26][CH2:27][CH2:28][CH2:29]3)=[CH:19][CH:20]=1)=[O:14])=[C:8]([C:30]1[CH:35]=[CH:34][C:33]([F:36])=[C:32]([F:37])[C:31]=1[F:38])[CH:7]=[CH:6]2. The yield is 0.740.